Dataset: Reaction yield outcomes from USPTO patents with 853,638 reactions. Task: Predict the reaction yield, written as a fraction of the theoretical maximum amount of product (1.0 means a 100% yield; for example, 0.34 means a 34% yield). (1) The reactants are [Cl:1][C:2]1[CH:7]=[C:6]([Cl:8])[CH:5]=[CH:4][C:3]=1[C:9]1[O:10][C:11]2[C:12](=[C:14]([C:18]([OH:20])=O)[CH:15]=[CH:16][CH:17]=2)[N:13]=1.Cl.Cl.[NH2:23][C@H:24]1[CH:29]2[CH2:30][CH2:31][N:26]([CH2:27][CH2:28]2)[CH2:25]1.Cl.C(N=C=NCCCN(C)C)C.ON1C2C=CC=CC=2N=N1.C(N(CC)CC)C. The catalyst is CN(C=O)C.ClCCl. The product is [N:26]12[CH2:31][CH2:30][CH:29]([CH2:28][CH2:27]1)[C@H:24]([NH:23][C:18]([C:14]1[CH:15]=[CH:16][CH:17]=[C:11]3[O:10][C:9]([C:3]4[CH:4]=[CH:5][C:6]([Cl:8])=[CH:7][C:2]=4[Cl:1])=[N:13][C:12]=13)=[O:20])[CH2:25]2. The yield is 0.470. (2) The reactants are [CH3:1][C:2]1([CH3:23])[CH2:7][O:6][C:5]([CH2:15][S:16][CH2:17][C:18]([O:20]CC)=[O:19])([C:8]2[CH:13]=[CH:12][C:11]([CH3:14])=[CH:10][CH:9]=2)[O:4][CH2:3]1.[Li+].[OH-]. The catalyst is C1COCC1.O. The product is [CH3:1][C:2]1([CH3:23])[CH2:7][O:6][C:5]([CH2:15][S:16][CH2:17][C:18]([OH:20])=[O:19])([C:8]2[CH:9]=[CH:10][C:11]([CH3:14])=[CH:12][CH:13]=2)[O:4][CH2:3]1. The yield is 0.940.